From a dataset of NCI-60 drug combinations with 297,098 pairs across 59 cell lines. Regression. Given two drug SMILES strings and cell line genomic features, predict the synergy score measuring deviation from expected non-interaction effect. Drug 1: C1=C(C(=O)NC(=O)N1)F. Drug 2: CCC1(CC2CC(C3=C(CCN(C2)C1)C4=CC=CC=C4N3)(C5=C(C=C6C(=C5)C78CCN9C7C(C=CC9)(C(C(C8N6C)(C(=O)OC)O)OC(=O)C)CC)OC)C(=O)OC)O.OS(=O)(=O)O. Cell line: T-47D. Synergy scores: CSS=41.9, Synergy_ZIP=-5.01, Synergy_Bliss=-7.45, Synergy_Loewe=-3.25, Synergy_HSA=-2.79.